This data is from Forward reaction prediction with 1.9M reactions from USPTO patents (1976-2016). The task is: Predict the product of the given reaction. (1) Given the reactants [Cl:1][C:2]1[CH:3]=[CH:4][C:5]2[N:11]3[C:12]([C:15]([F:18])([F:17])[F:16])=[N:13][N:14]=[C:10]3[C@H:9]([CH2:19][C:20]([O:22]CC)=[O:21])[O:8][C@@H:7]([C:25]3[CH:30]=[CH:29][CH:28]=[C:27]([O:31][CH3:32])[C:26]=3[O:33][CH3:34])[C:6]=2[CH:35]=1.Cl, predict the reaction product. The product is: [Cl:1][C:2]1[CH:3]=[CH:4][C:5]2[N:11]3[C:12]([C:15]([F:18])([F:17])[F:16])=[N:13][N:14]=[C:10]3[C@H:9]([CH2:19][C:20]([OH:22])=[O:21])[O:8][C@@H:7]([C:25]3[CH:30]=[CH:29][CH:28]=[C:27]([O:31][CH3:32])[C:26]=3[O:33][CH3:34])[C:6]=2[CH:35]=1. (2) Given the reactants [CH2:1]([O:8][C:9]1[CH:26]=[CH:25][C:12]([O:13][C:14]2[C:15]([CH3:24])=[CH:16][C:17]([NH2:23])=[C:18]3[C:22]=2[CH2:21][CH2:20][CH2:19]3)=[CH:11][C:10]=1[I:27])[C:2]1[CH:7]=[CH:6][CH:5]=[CH:4][CH:3]=1.[CH2:28](Br)[C:29]1[CH:34]=[CH:33][CH:32]=[CH:31][CH:30]=1.C(=O)([O-])[O-].[K+].[K+], predict the reaction product. The product is: [CH2:28]([N:23]([CH2:1][C:2]1[CH:7]=[CH:6][CH:5]=[CH:4][CH:3]=1)[C:17]1[CH:16]=[C:15]([CH3:24])[C:14]([O:13][C:12]2[CH:25]=[CH:26][C:9]([O:8][CH2:1][C:2]3[CH:3]=[CH:4][CH:5]=[CH:6][CH:7]=3)=[C:10]([I:27])[CH:11]=2)=[C:22]2[C:18]=1[CH2:19][CH2:20][CH2:21]2)[C:29]1[CH:34]=[CH:33][CH:32]=[CH:31][CH:30]=1. (3) Given the reactants [F:1][C:2]1[CH:3]=[C:4]2[C:8](=[C:9](/[CH:11]=[CH:12]/[C:13]([NH:15][S:16]([C:19]3[S:20][C:21]([Cl:25])=[C:22]([Cl:24])[CH:23]=3)(=[O:18])=[O:17])=[O:14])[CH:10]=1)[NH:7][CH:6]=[C:5]2[CH3:26].[H-].[Na+].[Cl:29][C:30]1[CH:37]=[C:36]([Cl:38])[CH:35]=[CH:34][C:31]=1[CH2:32]Cl, predict the reaction product. The product is: [Cl:29][C:30]1[CH:37]=[C:36]([Cl:38])[CH:35]=[CH:34][C:31]=1[CH2:32][N:7]1[C:8]2[C:4](=[CH:3][C:2]([F:1])=[CH:10][C:9]=2/[CH:11]=[CH:12]/[C:13]([NH:15][S:16]([C:19]2[S:20][C:21]([Cl:25])=[C:22]([Cl:24])[CH:23]=2)(=[O:17])=[O:18])=[O:14])[C:5]([CH3:26])=[CH:6]1. (4) Given the reactants [ClH:1].C(OCC)(=O)C.[O:8]1[CH2:13][CH2:12][N:11]([CH2:14][CH2:15][C:16]2([CH2:22][CH2:23][N:24]3[CH2:29][CH2:28][CH:27]([N:30]([C:38]4[CH:43]=[CH:42][C:41]([CH3:44])=[CH:40][CH:39]=4)[C:31]([C:33]4[O:34][CH:35]=[CH:36][CH:37]=4)=[O:32])[CH2:26][CH2:25]3)[CH2:21][CH2:20][CH2:19][CH2:18][CH2:17]2)[CH2:10][CH2:9]1.C(O)C, predict the reaction product. The product is: [ClH:1].[ClH:1].[O:8]1[CH2:9][CH2:10][N:11]([CH2:14][CH2:15][C:16]2([CH2:22][CH2:23][N:24]3[CH2:25][CH2:26][CH:27]([N:30]([C:38]4[CH:43]=[CH:42][C:41]([CH3:44])=[CH:40][CH:39]=4)[C:31]([C:33]4[O:34][CH:35]=[CH:36][CH:37]=4)=[O:32])[CH2:28][CH2:29]3)[CH2:17][CH2:18][CH2:19][CH2:20][CH2:21]2)[CH2:12][CH2:13]1.